Task: Predict the reaction yield, written as a fraction of the theoretical maximum amount of product (1.0 means a 100% yield; for example, 0.34 means a 34% yield).. Dataset: Reaction yield outcomes from USPTO patents with 853,638 reactions (1) The reactants are [CH2:1]([O:3][CH2:4][N:5]1[CH:9]=[CH:8][N:7]=[C:6]1[Sn](CCCC)(CCCC)CCCC)[CH3:2].Br[C:24]1[S:25][CH:26]=[CH:27][N:28]=1.FC1C=C(C2N(CC3NC4C=NC=CC=4N3CC)C=CN=2)C=CC=1.C([O-])(O)=O.[Na+]. The catalyst is C1(C)C=CC=CC=1. The product is [CH2:1]([O:3][CH2:4][N:5]1[CH:9]=[CH:8][N:7]=[C:6]1[C:24]1[S:25][CH:26]=[CH:27][N:28]=1)[CH3:2]. The yield is 0.260. (2) The reactants are [Cl:1][C:2]1[C:3](=[O:10])[CH:4]=[C:5]([Cl:9])[C:6](=[O:8])[CH:7]=1.[CH3:11][C:12]1([C:15]2[NH:16][C:17]3[C:22]([CH:23]=2)=[CH:21][CH:20]=[CH:19][CH:18]=3)[CH2:14][CH2:13]1. The catalyst is CC(O)=O.C(OCC)(=O)C. The product is [Cl:1][C:2]1[C:3](=[O:10])[CH:4]=[C:5]([Cl:9])[C:6](=[O:8])[C:7]=1[C:23]1[C:22]2[C:17](=[CH:18][CH:19]=[CH:20][CH:21]=2)[NH:16][C:15]=1[C:12]1([CH3:11])[CH2:14][CH2:13]1. The yield is 0.900.